Task: Predict the reactants needed to synthesize the given product.. Dataset: Full USPTO retrosynthesis dataset with 1.9M reactions from patents (1976-2016) Given the product [F:27][C:22]1[CH:23]=[CH:24][CH:25]=[CH:26][C:21]=1[C:15]1[S:14][C:13]([NH:12][C:2]2[CH:3]=[CH:4][CH:5]=[C:6]([C:8]([OH:11])([CH3:10])[CH3:9])[N:7]=2)=[C:17]([C:18]([NH2:20])=[O:19])[CH:16]=1, predict the reactants needed to synthesize it. The reactants are: Br[C:2]1[N:7]=[C:6]([C:8]([OH:11])([CH3:10])[CH3:9])[CH:5]=[CH:4][CH:3]=1.[NH2:12][C:13]1[S:14][C:15]([C:21]2[CH:26]=[CH:25][CH:24]=[CH:23][C:22]=2[F:27])=[CH:16][C:17]=1[C:18]([NH2:20])=[O:19].